From a dataset of Forward reaction prediction with 1.9M reactions from USPTO patents (1976-2016). Predict the product of the given reaction. (1) The product is: [OH:18][C@@H:19]1[CH2:23][N:22]([C:24]([O:26][C:27]([CH3:28])([CH3:29])[CH3:30])=[O:25])[C@H:21]([CH2:31][O:32][CH2:33][CH2:34][O:35][CH3:36])[CH2:20]1. Given the reactants [Si]([O:18][C@@H:19]1[CH2:23][N:22]([C:24]([O:26][C:27]([CH3:30])([CH3:29])[CH3:28])=[O:25])[C@H:21]([CH2:31][O:32][CH2:33][CH2:34][O:35][CH3:36])[CH2:20]1)(C(C)(C)C)(C1C=CC=CC=1)C1C=CC=CC=1.[F-].C([N+](CCCC)(CCCC)CCCC)CCC, predict the reaction product. (2) Given the reactants Cl.[F:2][C:3]([F:10])([F:9])[CH2:4][CH2:5][C:6]([NH2:8])=[NH:7].BrBr.C[O-].[Na+].[S-:16][C:17]#[N:18].[K+], predict the reaction product. The product is: [F:2][C:3]([F:10])([F:9])[CH2:4][CH2:5][C:6]1[N:8]=[C:17]([NH2:18])[S:16][N:7]=1.